This data is from Experimentally validated miRNA-target interactions with 360,000+ pairs, plus equal number of negative samples. The task is: Binary Classification. Given a miRNA mature sequence and a target amino acid sequence, predict their likelihood of interaction. (1) The miRNA is hsa-miR-3924 with sequence AUAUGUAUAUGUGACUGCUACU. The protein sequence of the target gene is MASIMEGPLSKWTNVMKGWQYRWFVLDYNAGLLSYYTSKDKMMRGSRRGCVRLRGAVIGIDDEDDSTFTITVDQKTFHFQARDADEREKWIHALEETILRHTLQLQGLDSGFVPSVQDFDKKLTEADAYLQILIEQLKLFDDKLQNCKEDEQRKKIETLKETTNSMVESIKHCIVLLQIAKDQSNAEKHADGMISTINPVDAIYQPSPLEPVISTMPSQTVLPPEPVQLCKSEQRPSSLPVGPVLATLGHHQTPTPNSTGSGHSPPSSSLTSPSHVNLSPNTVPEFSYSSSEDEFYDADE.... Result: 1 (interaction). (2) The miRNA is hsa-miR-6888-3p with sequence AUCUGUCUCGAUUGUUUCCAG. The protein sequence of the target gene is MSVPGPSSPDGALTRPPYCLEAGEPTPGLSDTSPDEGLIEDLTIEDKAVEQLAEGLLSHYLPDLQRSKQALQELTQNQVVLLDTLEQEISKFKECHSMLDINALFAEAKHYHAKLVNIRKEMLMLHEKTSKLKKRALKLQQKRQKEELEREQQREKEFEREKQLTARPAKRM. Result: 0 (no interaction). (3) The miRNA is hsa-miR-510-5p with sequence UACUCAGGAGAGUGGCAAUCAC. The protein sequence of the target gene is MEGSWFHRKRFSFYLLLGFLLQGRGVTFTINCSGFGQHGADPTALNSVFNRKPFRPVTNISVPTQVNISFAMSAILDVNEQLHLLSSFLWLEMVWDNPFISWNPEECEGITKMSMAAKNLWLPDIFIIELMDVDKTPKGLTAYVSNEGRIRYKKPMKVDSICNLDIFYFPFDQQNCTLTFSSFLYTVDSMLLDMEKEVWEITDASRNILQTHGEWELLGLSKATAKLSRGGNLYDQIVFYVAIRRRPSLYVINLLVPSGFLVAIDALSFYLPVKSGNRVPFKITLLLGYNVFLLMMSDLL.... Result: 1 (interaction). (4) The miRNA is mmu-miR-224-5p with sequence UAAGUCACUAGUGGUUCCGUU. The protein sequence of the target gene is MKILVALAVFFLVSTQLFAEEIGANDDLNYWSDWYDSDQIKEELPEPFEHLLQRIARRPKPQQFFGLMGKRDADSSIEKQVALLKALYGHGQISHKRHKTDSFVGLMGKRALNSVAYERSAMQNYERRR. Result: 0 (no interaction). (5) The miRNA is hsa-miR-335-5p with sequence UCAAGAGCAAUAACGAAAAAUGU. The protein sequence of the target gene is MKISVAAIPFFLLITIALGTKTESSSRGPYHPSECCFTYTTYKIPRQRIMDYYETNSQCSKPGIVFITKRGHSVCTNPSDKWVQDYIKDMKEN. Result: 1 (interaction). (6) The miRNA is hsa-miR-7154-3p with sequence AGGAGGACAAGUUGUGGGAU. The protein sequence of the target gene is MAQTLQMEIPNFGNSILECLNEQRLQGLYCDVSVVVKGHAFKAHRAVLAASSSYFRDLFNNSRSAVVELPAAVQPQSFQQILSFCYTGRLSMNVGDQFLLMYTAGFLQIQEIMEKGTEFFLKVSSPSCDSQGLHAEEAPSSEPQSPVAQTSGWPACSTPLPLVSRVKTEQQESDSVQCMPVAKRLWDSGQKEAGGGGNGSRKMAKFSTPDLAANRPHQPPPPQQAPVVAAAQPAVAAGAGQPAGGVAAAGGVVSGPSTSERTSPGTSSAYTSDSPGSYHNEEDEEEDGGEEGMDEQYRQI.... Result: 1 (interaction). (7) The miRNA is mmu-miR-449a-5p with sequence UGGCAGUGUAUUGUUAGCUGGU. The protein sequence of the target gene is MPLNVNFTNRNYDLDYDSVQPYFICDEEENFYHQQQQSELQPPAPSEDIWKKFELLPTPPLSPSRRSGLCSPSYVAVATSFSPREDDDGGGGNFSTADQLEMMTELLGGDMVNQSFICDPDDETFIKNIIIQDCMWSGFSAAAKLVSEKLASYQAARKDSTSLSPARGHSVCSTSSLYLQDLTAAASECIDPSVVFPYPLNDSSSPKSCTSSDSTAFSPSSDSLLSSESSPRASPEPLVLHEETPPTTSSDSEEEQEDEEEIDVVSVEKRQTPAKRSESGSSPSRGHSKPPHSPLVLKRC.... Result: 1 (interaction). (8) The miRNA is hsa-miR-199b-3p with sequence ACAGUAGUCUGCACAUUGGUUA. The protein sequence of the target gene is MEIPKLLPARGTLQGGGGGGIPAGGGRVHRGPDSPAGQVPTRRLLLLRGPQDGGPGRRREEASTASRGPGPSLLAPRTDQPSGGGGGGGDDFFLVLLDPVGGDVETAGSGQAAGPVLREEAEEGPGLQGGESGANPAGPTALGPRCLSAVPTPAPISAPGPAAAFAGTVTIHNQDLLLRFENGVLTLATPPPHAWEPGAAPAQQPGCLIAPQAGFPHAAHPGDCPELPPDLLLAEPAEPAPAPAPEEEAEGPAAALGPRGPLGSGPGVVLYLCPEAQCGQTFAKKHQLKVHLLTHSSSQG.... Result: 1 (interaction). (9) The miRNA is mmu-miR-5125 with sequence UCUGCCUGGGAUUUCCUUGU. The protein sequence of the target gene is MEQPWPPPGPWSFPRTGGETEEESDLDVSPSSSHYSPVPDGGAQMYSHGIELACQKQKEFVKSSVACKWNLAEAQQKLGSLALHNSESLDQEHAKAQTAVSELRQREEEWRQKEEALVQRERMCLWNMDAISKDVFNKSFINQDKRKTEEEDKSQSFMQKYEQKIRHFGMLSRWDDSQRFLSDHPHLVCEETAKYLILWCFHLEAEQKGALMEQIAHQAVVMQFIMEMAKNCNVDPRGCFRLFFQKAKAEEEGYFEAFKNELEAFKSRVRLYAQSQSLQPVTVQNHVPHSGVGCIGSLES.... Result: 1 (interaction).